This data is from CYP2C9 inhibition data for predicting drug metabolism from PubChem BioAssay. The task is: Regression/Classification. Given a drug SMILES string, predict its absorption, distribution, metabolism, or excretion properties. Task type varies by dataset: regression for continuous measurements (e.g., permeability, clearance, half-life) or binary classification for categorical outcomes (e.g., BBB penetration, CYP inhibition). Dataset: cyp2c9_veith. (1) The compound is CCc1nnc(NC(=O)CCC(=O)NCc2ccccc2OC)s1. The result is 0 (non-inhibitor). (2) The drug is CN1CCN(c2ccncc2S(=O)(=O)N2CCN(C)CC2)CC1. The result is 0 (non-inhibitor). (3) The result is 0 (non-inhibitor). The molecule is COc1ccc(C(=O)N2CCC[C@@]3(CCN(C(=O)Nc4cccc(C#N)c4)C3)C2)cc1. (4) The compound is COc1ccc(NC(=O)c2c(C(F)(F)F)nn(C)c2SCc2ccccc2)cc1. The result is 1 (inhibitor). (5) The drug is NC(N)=[N+]1CCc2ccccc2C1.NC(N)=[N+]1CCc2ccccc2C1.O=S(=O)([O-])[O-]. The result is 0 (non-inhibitor). (6) The drug is COC(=O)C1(C)C=C2C(=C(C)C(=O)C2C)CN1. The result is 0 (non-inhibitor). (7) The drug is O=C(CSc1nc2ccccc2o1)Nc1nc2ccccc2s1. The result is 1 (inhibitor). (8) The molecule is CN(c1ccc(C(=O)NC2CC3CCC2C3)cc1)S(C)(=O)=O. The result is 0 (non-inhibitor). (9) The molecule is CC1=CC(=O)C2=C(C)C[C@@H](O)[C@H]3[C@H](C)C(=O)O[C@H]3[C@H]12.O. The result is 0 (non-inhibitor).